This data is from Full USPTO retrosynthesis dataset with 1.9M reactions from patents (1976-2016). The task is: Predict the reactants needed to synthesize the given product. (1) Given the product [F:1][C:2]1[C:7]([F:8])=[CH:6][C:5]([C:9]2[CH:10]=[CH:11][C:12]([O:15][CH2:16][C:17]3[CH:18]=[CH:19][C:20]4[O:24][N:23]=[C:22]([O:25][CH:39]([C:40]5[CH:45]=[CH:44][CH:43]=[CH:42][CH:41]=5)[C:38]([OH:47])=[O:37])[C:21]=4[CH:26]=3)=[CH:13][CH:14]=2)=[C:4]([O:27][CH3:28])[CH:3]=1, predict the reactants needed to synthesize it. The reactants are: [F:1][C:2]1[C:7]([F:8])=[CH:6][C:5]([C:9]2[CH:14]=[CH:13][C:12]([O:15][CH2:16][C:17]3[CH:18]=[CH:19][C:20]4[O:24][N:23]=[C:22]([OH:25])[C:21]=4[CH:26]=3)=[CH:11][CH:10]=2)=[C:4]([O:27][CH3:28])[CH:3]=1.C(=O)([O-])[O-].[Cs+].[Cs+].C([O:37][C:38](=[O:47])[CH:39](Br)[C:40]1[CH:45]=[CH:44][CH:43]=[CH:42][CH:41]=1)C. (2) The reactants are: [NH2:1][C:2]1[CH:3]=[C:4]([C@@H:8]([O:21][Si:22]([CH2:27][CH3:28])([CH2:25][CH3:26])[CH2:23][CH3:24])[CH2:9][N:10]([CH2:18][CH2:19][OH:20])[C:11](=[O:17])[O:12][C:13]([CH3:16])([CH3:15])[CH3:14])[CH:5]=[CH:6][CH:7]=1.O[C:30]1[CH:38]=[C:37]2[C:33]([C:34]([CH3:46])=[N:35][N:36]2[C:39]([O:41][C:42]([CH3:45])([CH3:44])[CH3:43])=[O:40])=[CH:32][CH:31]=1.C1(P(C2C=CC=CC=2)C2C=CC=CC=2)C=CC=CC=1.CC(OC(/N=N/C(OC(C)C)=O)=O)C. Given the product [NH2:1][C:2]1[CH:3]=[C:4]([C@@H:8]([O:21][Si:22]([CH2:25][CH3:26])([CH2:23][CH3:24])[CH2:27][CH3:28])[CH2:9][N:10]([C:11]([O:12][C:13]([CH3:15])([CH3:14])[CH3:16])=[O:17])[CH2:18][CH2:19][O:20][C:30]2[CH:38]=[C:37]3[C:33]([C:34]([CH3:46])=[N:35][N:36]3[C:39]([O:41][C:42]([CH3:44])([CH3:43])[CH3:45])=[O:40])=[CH:32][CH:31]=2)[CH:5]=[CH:6][CH:7]=1, predict the reactants needed to synthesize it. (3) Given the product [CH3:52][O:51][C:49](=[O:50])[NH:42][C@@H:41]([CH2:43][CH:44]([CH3:45])[CH3:46])[C:40](=[O:47])[NH:39][C@@H:8]([CH2:1][C:2]1[CH:7]=[CH:6][CH:5]=[CH:4][CH:3]=1)[C@@H:9]([OH:38])[CH2:10][C@H:11]([CH2:12][C:13]1[CH:18]=[CH:17][C:16]([C:19]2[CH:24]=[CH:23][CH:22]=[CH:21][N:20]=2)=[CH:15][CH:14]=1)[NH:25][C:26](=[O:37])[C@H:27]([C:33]([CH3:36])([CH3:35])[CH3:34])[NH:28][C:29](=[O:30])[O:31][CH3:32], predict the reactants needed to synthesize it. The reactants are: [CH2:1]([C@H:8]([NH:39][C:40](=[O:47])[C@H:41]([CH2:43][CH:44]([CH3:46])[CH3:45])[NH2:42])[C@@H:9]([OH:38])[CH2:10][C@@H:11]([NH:25][C:26](=[O:37])[C@H:27]([C:33]([CH3:36])([CH3:35])[CH3:34])[NH:28][C:29]([O:31][CH3:32])=[O:30])[CH2:12][C:13]1[CH:18]=[CH:17][C:16]([C:19]2[CH:24]=[CH:23][CH:22]=[CH:21][N:20]=2)=[CH:15][CH:14]=1)[C:2]1[CH:7]=[CH:6][CH:5]=[CH:4][CH:3]=1.Cl[C:49]([O:51][CH3:52])=[O:50].C(N(CC)CC)C. (4) Given the product [N+:11]([C:5]1[C:6]2=[N:10][O:9][N:8]=[C:7]2[C:2]([N:14]([CH2:18][CH2:19][OH:20])[CH2:15][CH2:16][OH:17])=[CH:3][CH:4]=1)([O-:13])=[O:12], predict the reactants needed to synthesize it. The reactants are: Cl[C:2]1[C:7]2=[N:8][O:9][N:10]=[C:6]2[C:5]([N+:11]([O-:13])=[O:12])=[CH:4][CH:3]=1.[NH:14]([CH2:18][CH2:19][OH:20])[CH2:15][CH2:16][OH:17].O. (5) Given the product [C:1]([O:5][C:6]([N:8]1[CH2:17][CH2:16][C:15]2[C:10](=[CH:11][C:12]([O:18][CH2:19][CH:20]3[CH2:21][CH2:22][N:23]([C:26]4[CH:31]=[CH:30][N:29]=[CH:28][C:27]=4[C:32]([O:39][CH3:37])=[O:33])[CH2:24][CH2:25]3)=[CH:13][CH:14]=2)[CH2:9]1)=[O:7])([CH3:4])([CH3:2])[CH3:3], predict the reactants needed to synthesize it. The reactants are: [C:1]([O:5][C:6]([N:8]1[CH2:17][CH2:16][C:15]2[C:10](=[CH:11][C:12]([O:18][CH2:19][CH:20]3[CH2:25][CH2:24][N:23]([C:26]4[CH:31]=[CH:30][N:29]=[CH:28][C:27]=4[CH:32]=[O:33])[CH2:22][CH2:21]3)=[CH:13][CH:14]=2)[CH2:9]1)=[O:7])([CH3:4])([CH3:3])[CH3:2].[C-]#N.[Na+].[C:37](O)(=[O:39])C. (6) Given the product [CH:1]1([C:6]2[CH:11]=[CH:10][CH:9]=[C:8]([O:12][CH2:13][C:14]3[CH:19]=[CH:18][CH:17]=[CH:16][CH:15]=3)[CH:7]=2)[CH2:2][CH2:3][CH2:4][CH2:5]1, predict the reactants needed to synthesize it. The reactants are: [CH:1]1([C:6]2[CH:7]=[C:8]([OH:12])[CH:9]=[CH:10][CH:11]=2)[CH2:5][CH2:4][CH2:3][CH2:2]1.[CH2:13](Br)[C:14]1[CH:19]=[CH:18][CH:17]=[CH:16][CH:15]=1.C(=O)([O-])[O-].[K+].[K+]. (7) Given the product [Br:1][C:17]1[S:16][C:15]([C:18]2[N:22]([CH3:23])[N:21]=[C:20]([C:24]3[C:29]([F:30])=[CH:28][CH:27]=[CH:26][C:25]=3[Cl:31])[N:19]=2)=[C:14]([CH3:32])[C:13]=1[C:10]1[CH:9]=[CH:8][C:7]([O:6][C:5]([F:34])([F:33])[CH:4]([Br:3])[F:35])=[CH:12][CH:11]=1, predict the reactants needed to synthesize it. The reactants are: [Br:1]Br.[Br:3][CH:4]([F:35])[C:5]([F:34])([F:33])[O:6][C:7]1[CH:12]=[CH:11][C:10]([C:13]2[C:14]([CH3:32])=[C:15]([C:18]3[N:22]([CH3:23])[N:21]=[C:20]([C:24]4[C:29]([F:30])=[CH:28][CH:27]=[CH:26][C:25]=4[Cl:31])[N:19]=3)[S:16][CH:17]=2)=[CH:9][CH:8]=1.C([O-])(O)=O.[Na+]. (8) Given the product [CH3:4][CH:5]([NH:9][C:10]1[N:15]2[N:16]=[CH:17][C:18]([C:19]([O:21][CH3:22])=[O:20])=[C:14]2[N:13]=[C:12]([O:2][CH3:1])[C:11]=1[C:24]1[S:25][CH:26]=[CH:27][C:28]=1[CH3:29])[CH:6]([CH3:8])[CH3:7], predict the reactants needed to synthesize it. The reactants are: [CH3:1][O-:2].[Na+].[CH3:4][CH:5]([NH:9][C:10]1[N:15]2[N:16]=[CH:17][C:18]([C:19]([O:21][CH3:22])=[O:20])=[C:14]2[N:13]=[C:12](Cl)[C:11]=1[C:24]1[S:25][CH:26]=[CH:27][C:28]=1[CH3:29])[CH:6]([CH3:8])[CH3:7].O. (9) The reactants are: CS(O[CH2:6][C@@H:7]1[CH2:11][CH2:10][CH2:9][C@H:8]1[CH2:12][N:13]=[N+:14]=[N-:15])(=O)=O.[C:16]1(=[O:26])[NH:20][C:19](=[O:21])[C:18]2=[CH:22][CH:23]=[CH:24][CH:25]=[C:17]12.[K]. Given the product [N:13]([CH2:12][C@H:8]1[CH2:9][CH2:10][CH2:11][C@@H:7]1[CH2:6][N:20]1[C:16](=[O:26])[C:17]2[C:18](=[CH:22][CH:23]=[CH:24][CH:25]=2)[C:19]1=[O:21])=[N+:14]=[N-:15], predict the reactants needed to synthesize it. (10) Given the product [Cl:17][C:18]1[CH:19]=[C:20]([C:25]2[O:29][N:28]=[CH:27][C:26]=2[CH2:30][CH2:31][C:32]([NH:1][C:2]2[CH:3]=[CH:4][C:5]([CH2:6][P:7]([O:8][CH2:9][CH3:10])([O:11][CH2:12][CH3:13])=[O:14])=[CH:15][CH:16]=2)=[O:33])[CH:21]=[CH:22][C:23]=1[F:24], predict the reactants needed to synthesize it. The reactants are: [NH2:1][C:2]1[CH:16]=[CH:15][C:5]([CH2:6][P:7](=[O:14])([O:11][CH2:12][CH3:13])[O:8][CH2:9][CH3:10])=[CH:4][CH:3]=1.[Cl:17][C:18]1[CH:19]=[C:20]([C:25]2[O:29][N:28]=[CH:27][C:26]=2[CH2:30][CH2:31][C:32](O)=[O:33])[CH:21]=[CH:22][C:23]=1[F:24].ON1C2N=CC=CC=2N=N1.C(N=C=NCCCN(C)C)C.Cl.